Dataset: Catalyst prediction with 721,799 reactions and 888 catalyst types from USPTO. Task: Predict which catalyst facilitates the given reaction. (1) Reactant: [CH2:1]([O:5][CH2:6][CH2:7][O:8][C:9]1[CH:14]=[CH:13][C:12]([C:15]2[CH:20]=[CH:19][C:18]([N:21]([CH2:26][CH3:27])[CH2:22][CH:23]([CH3:25])[CH3:24])=[C:17](/[CH:28]=[CH:29]/[C:30]([O:32]CC)=[O:31])[CH:16]=2)=[CH:11][CH:10]=1)[CH2:2][CH2:3][CH3:4].[OH-].[Na+].Cl. Product: [CH2:1]([O:5][CH2:6][CH2:7][O:8][C:9]1[CH:14]=[CH:13][C:12]([C:15]2[CH:20]=[CH:19][C:18]([N:21]([CH2:26][CH3:27])[CH2:22][CH:23]([CH3:25])[CH3:24])=[C:17](/[CH:28]=[CH:29]/[C:30]([OH:32])=[O:31])[CH:16]=2)=[CH:11][CH:10]=1)[CH2:2][CH2:3][CH3:4]. The catalyst class is: 219. (2) Reactant: [C:1]([O:5][C:6]([NH:8][C@@H:9]([CH:25]1[CH2:30][CH2:29][CH2:28][CH2:27][CH2:26]1)[C:10]([N:12]1[C:16]2=[N:17][CH:18]=[CH:19][CH:20]=[C:15]2[CH2:14][CH:13]1[C:21]([O:23]C)=[O:22])=[O:11])=[O:7])([CH3:4])([CH3:3])[CH3:2].C1COCC1.[OH-].[Li+]. Product: [C:1]([O:5][C:6]([NH:8][C@@H:9]([CH:25]1[CH2:30][CH2:29][CH2:28][CH2:27][CH2:26]1)[C:10]([N:12]1[C:16]2=[N:17][CH:18]=[CH:19][CH:20]=[C:15]2[CH2:14][CH:13]1[C:21]([OH:23])=[O:22])=[O:11])=[O:7])([CH3:4])([CH3:2])[CH3:3]. The catalyst class is: 5. (3) Reactant: [F:1][C:2]([F:48])([F:47])[C:3]1[CH:4]=[C:5]([CH:40]=[C:41]([C:43]([F:46])([F:45])[F:44])[CH:42]=1)[CH2:6][N:7]([CH2:21][C:22]1[CH:27]=[C:26]([C:28]([F:31])([F:30])[F:29])[CH:25]=[CH:24][C:23]=1[N:32]([C:35](=[O:39])[CH2:36][CH2:37][CH3:38])[CH2:33][CH3:34])[C:8]1[N:13]=[CH:12][C:11]([O:14][CH2:15][CH2:16][CH2:17][C:18]([OH:20])=[O:19])=[CH:10][N:9]=1.[OH-].[Na+:50]. Product: [Na+:50].[F:48][C:2]([F:1])([F:47])[C:3]1[CH:4]=[C:5]([CH:40]=[C:41]([C:43]([F:44])([F:45])[F:46])[CH:42]=1)[CH2:6][N:7]([CH2:21][C:22]1[CH:27]=[C:26]([C:28]([F:31])([F:30])[F:29])[CH:25]=[CH:24][C:23]=1[N:32]([C:35](=[O:39])[CH2:36][CH2:37][CH3:38])[CH2:33][CH3:34])[C:8]1[N:9]=[CH:10][C:11]([O:14][CH2:15][CH2:16][CH2:17][C:18]([O-:20])=[O:19])=[CH:12][N:13]=1. The catalyst class is: 8. (4) Product: [C:21]([OH:26])(=[O:25])[C:22]([OH:24])=[O:23].[C:21]([OH:26])(=[O:25])[C:22]([OH:24])=[O:23].[S:1]1[C:5]2[CH:6]=[CH:7][C:8]([CH2:10][CH2:11][O:12][CH2:13][CH2:14][N:15]3[CH2:19][CH2:18][CH:17]([NH2:20])[CH2:16]3)=[CH:9][C:4]=2[CH:3]=[CH:2]1. Reactant: [S:1]1[C:5]2[CH:6]=[CH:7][C:8]([CH2:10][CH2:11][O:12][CH2:13][CH2:14][N:15]3[CH2:19][CH2:18][CH:17]([NH2:20])[CH2:16]3)=[CH:9][C:4]=2[CH:3]=[CH:2]1.[C:21]([OH:26])(=[O:25])[C:22]([OH:24])=[O:23]. The catalyst class is: 13. (5) Reactant: [H-].[Na+].[Cl:3][C:4]1[CH:5]=[CH:6][C:7]2[C:11]3[CH:12]=[N:13][CH:14]=[CH:15][C:10]=3[NH:9][C:8]=2[N:16]=1.[C:17](O[C:17]([O:19][C:20]([CH3:23])([CH3:22])[CH3:21])=[O:18])([O:19][C:20]([CH3:23])([CH3:22])[CH3:21])=[O:18].O. Product: [C:20]([O:19][C:17]([N:9]1[C:10]2[CH:15]=[CH:14][N:13]=[CH:12][C:11]=2[C:7]2[CH:6]=[CH:5][C:4]([Cl:3])=[N:16][C:8]1=2)=[O:18])([CH3:23])([CH3:22])[CH3:21]. The catalyst class is: 3. (6) Reactant: [NH2:1][C@H:2]1[CH2:6][C:5](=[CH2:7])[CH2:4][C@H:3]1[C:8]([OH:10])=[O:9].C(N(CC)CC)C.[CH3:18][C:19]([O:22][C:23](O[C:23]([O:22][C:19]([CH3:21])([CH3:20])[CH3:18])=[O:24])=[O:24])([CH3:21])[CH3:20]. Product: [C:19]([O:22][C:23]([NH:1][C@H:2]1[CH2:6][C:5](=[CH2:7])[CH2:4][C@H:3]1[C:8]([OH:10])=[O:9])=[O:24])([CH3:21])([CH3:20])[CH3:18]. The catalyst class is: 38.